This data is from Full USPTO retrosynthesis dataset with 1.9M reactions from patents (1976-2016). The task is: Predict the reactants needed to synthesize the given product. (1) The reactants are: Cl.[NH2:2][C:3]1[N:8]=[C:7](Cl)[C:6]([CH:10]=[N:11]O)=[C:5]([Cl:13])[N:4]=1.C(O)(=[O:16])C. Given the product [NH2:2][C:3]1[NH:8][C:7](=[O:16])[C:6]([C:10]#[N:11])=[C:5]([Cl:13])[N:4]=1, predict the reactants needed to synthesize it. (2) Given the product [CH3:4][C:5]([CH3:37])([CH2:10][O:11][C:12]1[CH:17]=[CH:16][C:15]([C:18]2[CH:19]=[CH:20][C:21]3[N:26]([C:27](=[O:35])[NH:28][C:29]4[CH:34]=[CH:33][CH:32]=[CH:31][CH:30]=4)[CH2:25][CH2:24][O:23][C:22]=3[CH:36]=2)=[CH:14][N:13]=1)[C:6]([OH:8])=[O:7], predict the reactants needed to synthesize it. The reactants are: O.[OH-].[Li+].[CH3:4][C:5]([CH3:37])([CH2:10][O:11][C:12]1[CH:17]=[CH:16][C:15]([C:18]2[CH:19]=[CH:20][C:21]3[N:26]([C:27](=[O:35])[NH:28][C:29]4[CH:34]=[CH:33][CH:32]=[CH:31][CH:30]=4)[CH2:25][CH2:24][O:23][C:22]=3[CH:36]=2)=[CH:14][N:13]=1)[C:6]([O:8]C)=[O:7].O1CCCC1.O. (3) Given the product [Br:16][C:13]1[CH:14]=[CH:15][C:10]([C:8](=[O:9])[CH2:7][C:19](=[O:18])[CH2:20][CH2:21][CH:22]([CH3:24])[CH3:23])=[CH:11][CH:12]=1, predict the reactants needed to synthesize it. The reactants are: CC(C)([O-])C.[K+].[CH3:7][C:8]([C:10]1[CH:15]=[CH:14][C:13]([Br:16])=[CH:12][CH:11]=1)=[O:9].C[O:18][C:19](=O)[CH2:20][CH2:21][CH:22]([CH3:24])[CH3:23]. (4) Given the product [CH2:23]([N:30]1[CH2:35][CH2:34][CH2:33][C@@H:32]([NH:36][C:3]2[C:2]([Cl:1])=[CH:10][C:6]([C:7]([O:9][CH2:13][CH3:14])=[O:8])=[CH:5][N:4]=2)[CH2:31]1)[C:24]1[CH:25]=[CH:26][CH:27]=[CH:28][CH:29]=1, predict the reactants needed to synthesize it. The reactants are: [Cl:1][C:2]1[C:3](Cl)=[N:4][CH:5]=[C:6]([CH:10]=1)[C:7]([OH:9])=[O:8].I[CH2:13][CH3:14].C([O-])([O-])=O.[K+].[K+].Cl.Cl.[CH2:23]([N:30]1[CH2:35][CH2:34][CH2:33][C@@H:32]([NH2:36])[CH2:31]1)[C:24]1[CH:29]=[CH:28][CH:27]=[CH:26][CH:25]=1. (5) Given the product [Cl:1][C:2]1[C:7]([CH3:8])=[CH:6][C:5]([C@H:9]([NH2:14])[C:10]([F:12])([F:13])[F:11])=[CH:4][C:3]=1[CH3:21], predict the reactants needed to synthesize it. The reactants are: [Cl:1][C:2]1[C:7]([CH3:8])=[CH:6][C:5]([C@H:9]([NH:14][S@@](C(C)(C)C)=O)[C:10]([F:13])([F:12])[F:11])=[CH:4][C:3]=1[CH3:21].Cl.